This data is from Catalyst prediction with 721,799 reactions and 888 catalyst types from USPTO. The task is: Predict which catalyst facilitates the given reaction. (1) Reactant: C(OC([NH:8][C:9]1[CH:13]=[CH:12][O:11][C:10]=1[C:14]([O:16][CH3:17])=[O:15])=O)(C)(C)C.C(O)(C(F)(F)F)=O. Product: [NH2:8][C:9]1[CH:13]=[CH:12][O:11][C:10]=1[C:14]([O:16][CH3:17])=[O:15]. The catalyst class is: 4. (2) Reactant: [CH3:1][O:2][C:3]1[CH:4]=[C:5]2[C:10](=[CH:11][C:12]=1[O:13][CH3:14])[N:9]=[CH:8][CH:7]=[C:6]2[O:15][C:16]1[CH:22]=[CH:21][C:19]([NH2:20])=[CH:18][CH:17]=1.Cl[C:24](Cl)([O:26]C(=O)OC(Cl)(Cl)Cl)Cl.[CH3:35][CH:36]([OH:42])[CH2:37][CH2:38][CH2:39][CH2:40][CH3:41].C(=O)(O)[O-].[Na+]. Product: [CH3:1][O:2][C:3]1[CH:4]=[C:5]2[C:10](=[CH:11][C:12]=1[O:13][CH3:14])[N:9]=[CH:8][CH:7]=[C:6]2[O:15][C:16]1[CH:22]=[CH:21][C:19]([NH:20][C:24](=[O:26])[O:42][CH:36]([CH3:35])[CH2:37][CH2:38][CH2:39][CH2:40][CH3:41])=[CH:18][CH:17]=1. The catalyst class is: 208.